Predict which catalyst facilitates the given reaction. From a dataset of Catalyst prediction with 721,799 reactions and 888 catalyst types from USPTO. Reactant: [N:1]1[CH:6]=[CH:5][CH:4]=[N:3][C:2]=1[O:7][CH:8]1[CH2:13][CH2:12][C:11](=[O:14])[CH2:10][CH2:9]1.[BH4-].[Na+]. Product: [N:1]1[CH:6]=[CH:5][CH:4]=[N:3][C:2]=1[O:7][CH:8]1[CH2:13][CH2:12][CH:11]([OH:14])[CH2:10][CH2:9]1. The catalyst class is: 5.